From a dataset of Forward reaction prediction with 1.9M reactions from USPTO patents (1976-2016). Predict the product of the given reaction. (1) The product is: [NH:44]1[C:45]2[C:41](=[C:40]([C:2]3[N:3]=[C:4]([N:13]4[CH2:18][CH2:17][O:16][CH2:15][CH2:14]4)[C:5]4[S:10][C:9]([C:27]5[CH:26]=[CH:25][CH:24]=[C:23]([S:20]([CH3:19])(=[O:22])=[O:21])[CH:28]=5)=[C:8]([CH3:12])[C:6]=4[N:7]=3)[CH:48]=[CH:47][CH:46]=2)[CH:42]=[N:43]1. Given the reactants Cl[C:2]1[N:3]=[C:4]([N:13]2[CH2:18][CH2:17][O:16][CH2:15][CH2:14]2)[C:5]2[S:10][C:9](I)=[C:8]([CH3:12])[C:6]=2[N:7]=1.[CH3:19][S:20]([C:23]1[CH:24]=[C:25](B(O)O)[CH:26]=[CH:27][CH:28]=1)(=[O:22])=[O:21].CC1(C)C(C)(C)OB([C:40]2[CH:48]=[CH:47][CH:46]=[C:45]3[C:41]=2[CH:42]=[N:43][NH:44]3)O1, predict the reaction product. (2) Given the reactants [C:1]([C:5]1[CH:15]=[CH:14][C:8]([O:9][CH2:10][C:11]([OH:13])=O)=[CH:7][CH:6]=1)([CH3:4])([CH3:3])[CH3:2].[NH2:16][C:17]1[CH:18]=[C:19]([CH:23]=[CH:24][N:25]=1)[C:20]([NH2:22])=[O:21].CCN(C(C)C)C(C)C.C1CN([P+](ON2N=NC3C=CC=CC2=3)(N2CCCC2)N2CCCC2)CC1.F[P-](F)(F)(F)(F)F, predict the reaction product. The product is: [C:1]([C:5]1[CH:6]=[CH:7][C:8]([O:9][CH2:10][C:11]([NH:16][C:17]2[CH:18]=[C:19]([CH:23]=[CH:24][N:25]=2)[C:20]([NH2:22])=[O:21])=[O:13])=[CH:14][CH:15]=1)([CH3:2])([CH3:3])[CH3:4]. (3) Given the reactants [NH2:1][C:2]1[NH:3][C:4](=[S:16])[C:5]([C:14]#[N:15])=[C:6]([C:8]2[CH:13]=[CH:12][CH:11]=[CH:10][CH:9]=2)[N:7]=1.[CH:17](Br)([CH3:19])[CH3:18].CC[O-].[Na+], predict the reaction product. The product is: [NH2:1][C:2]1[N:3]=[C:4]([S:16][CH:17]([CH3:19])[CH3:18])[C:5]([C:14]#[N:15])=[C:6]([C:8]2[CH:13]=[CH:12][CH:11]=[CH:10][CH:9]=2)[N:7]=1. (4) Given the reactants [Cl:1][C:2]1[CH:7]=[CH:6][C:5]([CH2:8][C:9]([OH:11])=O)=[CH:4][CH:3]=1.S(Cl)([Cl:14])=O.BrBr, predict the reaction product. The product is: [Cl:1][C:2]1[CH:7]=[CH:6][C:5]([CH2:8][C:9]([Cl:14])=[O:11])=[CH:4][CH:3]=1. (5) Given the reactants [C:1]([C:4]1[NH:8][C:7]2[C:9]([Cl:13])=[C:10]([Cl:12])[S:11][C:6]=2[CH:5]=1)([OH:3])=O.[O:14]([CH2:21][CH2:22][NH2:23])[C:15]1[CH:20]=[CH:19][CH:18]=[CH:17][CH:16]=1.C1C=CC2N(O)N=NC=2C=1.CCN(C(C)C)C(C)C.CCN=C=NCCCN(C)C, predict the reaction product. The product is: [Cl:12][C:10]1[S:11][C:6]2[CH:5]=[C:4]([C:1](=[O:3])[NH:23][CH2:22][CH2:21][O:14][C:15]3[CH:20]=[CH:19][CH:18]=[CH:17][CH:16]=3)[NH:8][C:7]=2[C:9]=1[Cl:13]. (6) Given the reactants [NH2:1][C:2]1[C:11]2[C:6](=[C:7](Br)[CH:8]=[CH:9][CH:10]=2)[N:5]=[N:4][C:3]=1[C:13]([NH:15][CH2:16][CH2:17][CH3:18])=[O:14].[F:19][C:20]1[CH:25]=[CH:24][C:23](B(O)O)=[C:22]([O:29][CH3:30])[CH:21]=1, predict the reaction product. The product is: [NH2:1][C:2]1[C:11]2[C:6](=[C:7]([C:23]3[CH:24]=[CH:25][C:20]([F:19])=[CH:21][C:22]=3[O:29][CH3:30])[CH:8]=[CH:9][CH:10]=2)[N:5]=[N:4][C:3]=1[C:13]([NH:15][CH2:16][CH2:17][CH3:18])=[O:14].